This data is from Human intestinal absorption (HIA) binary classification data from Hou et al.. The task is: Regression/Classification. Given a drug SMILES string, predict its absorption, distribution, metabolism, or excretion properties. Task type varies by dataset: regression for continuous measurements (e.g., permeability, clearance, half-life) or binary classification for categorical outcomes (e.g., BBB penetration, CYP inhibition). Dataset: hia_hou. (1) The drug is CCC[C@@H]1C[C@H](C(=O)N[C@@H]([C@H](C)Cl)[C@@H]2O[C@@H](SC)[C@@H](O)[C@@H](O)[C@@H]2O)N(C)C1. The result is 1 (good absorption). (2) The drug is CNCCc1ccccn1. The result is 1 (good absorption).